This data is from NCI-60 drug combinations with 297,098 pairs across 59 cell lines. The task is: Regression. Given two drug SMILES strings and cell line genomic features, predict the synergy score measuring deviation from expected non-interaction effect. (1) Drug 1: CS(=O)(=O)C1=CC(=C(C=C1)C(=O)NC2=CC(=C(C=C2)Cl)C3=CC=CC=N3)Cl. Drug 2: CC(C1=C(C=CC(=C1Cl)F)Cl)OC2=C(N=CC(=C2)C3=CN(N=C3)C4CCNCC4)N. Cell line: U251. Synergy scores: CSS=15.0, Synergy_ZIP=1.49, Synergy_Bliss=4.26, Synergy_Loewe=4.08, Synergy_HSA=4.20. (2) Drug 1: CNC(=O)C1=CC=CC=C1SC2=CC3=C(C=C2)C(=NN3)C=CC4=CC=CC=N4. Drug 2: C1=CN(C=N1)CC(O)(P(=O)(O)O)P(=O)(O)O. Cell line: EKVX. Synergy scores: CSS=5.98, Synergy_ZIP=-1.95, Synergy_Bliss=1.65, Synergy_Loewe=-0.505, Synergy_HSA=1.48. (3) Drug 1: C1CC(=O)NC(=O)C1N2C(=O)C3=CC=CC=C3C2=O. Drug 2: CC12CCC3C(C1CCC2OP(=O)(O)O)CCC4=C3C=CC(=C4)OC(=O)N(CCCl)CCCl.[Na+]. Cell line: TK-10. Synergy scores: CSS=19.5, Synergy_ZIP=-8.83, Synergy_Bliss=-3.42, Synergy_Loewe=-5.15, Synergy_HSA=-2.75. (4) Drug 1: C1C(C(OC1N2C=C(C(=O)NC2=O)F)CO)O. Drug 2: CC(C)NC(=O)C1=CC=C(C=C1)CNNC.Cl. Cell line: UACC62. Synergy scores: CSS=12.7, Synergy_ZIP=-6.45, Synergy_Bliss=-5.72, Synergy_Loewe=-71.3, Synergy_HSA=-5.62. (5) Drug 1: CCC(=C(C1=CC=CC=C1)C2=CC=C(C=C2)OCCN(C)C)C3=CC=CC=C3.C(C(=O)O)C(CC(=O)O)(C(=O)O)O. Drug 2: CC(C)NC(=O)C1=CC=C(C=C1)CNNC.Cl. Cell line: KM12. Synergy scores: CSS=0.355, Synergy_ZIP=1.08, Synergy_Bliss=2.97, Synergy_Loewe=1.53, Synergy_HSA=-0.126. (6) Drug 1: C(=O)(N)NO. Drug 2: C1C(C(OC1N2C=NC3=C2NC=NCC3O)CO)O. Cell line: SW-620. Synergy scores: CSS=6.26, Synergy_ZIP=-0.717, Synergy_Bliss=0.977, Synergy_Loewe=0.570, Synergy_HSA=0.729. (7) Drug 1: CC1=C2C(C(=O)C3(C(CC4C(C3C(C(C2(C)C)(CC1OC(=O)C(C(C5=CC=CC=C5)NC(=O)OC(C)(C)C)O)O)OC(=O)C6=CC=CC=C6)(CO4)OC(=O)C)OC)C)OC. Drug 2: CN(C)N=NC1=C(NC=N1)C(=O)N. Cell line: COLO 205. Synergy scores: CSS=20.8, Synergy_ZIP=-5.83, Synergy_Bliss=-15.6, Synergy_Loewe=-32.7, Synergy_HSA=-15.4.